Dataset: Catalyst prediction with 721,799 reactions and 888 catalyst types from USPTO. Task: Predict which catalyst facilitates the given reaction. (1) Reactant: [CH3:1][O:2][C:3]1[CH:4]=[C:5]2[C:10](=[CH:11][C:12]=1[O:13][CH3:14])[N:9]=[CH:8][CH:7]=[C:6]2[O:15][C:16]1[CH:22]=[CH:21][C:19]([NH2:20])=[CH:18][CH:17]=1.Cl[C:24](Cl)([O:26][C:27](=[O:33])OC(Cl)(Cl)Cl)Cl.[CH:35]1(CO)[CH2:38][CH2:37][CH2:36]1.C(=O)(O)[O-].[Na+]. Product: [CH3:1][O:2][C:3]1[CH:4]=[C:5]2[C:10](=[CH:11][C:12]=1[O:13][CH3:14])[N:9]=[CH:8][CH:7]=[C:6]2[O:15][C:16]1[CH:22]=[CH:21][C:19]([NH:20][C:27](=[O:33])[O:26][CH2:24][CH:35]2[CH2:38][CH2:37][CH2:36]2)=[CH:18][CH:17]=1. The catalyst class is: 208. (2) Reactant: [Cl:1][C:2]1[CH:3]=[CH:4][C:5]([C:8]([C:10]2[CH:15]=[C:14]([C:16]([F:19])([F:18])[F:17])[CH:13]=[C:12]([F:20])[CH:11]=2)=[NH:9])=[N:6][CH:7]=1.Cl.[CH3:22][C:23]1[N:24]=[C:25](N)[S:26][C:27]=1[CH3:28]. Product: [Cl:1][C:2]1[CH:3]=[CH:4][C:5](/[C:8](/[C:10]2[CH:15]=[C:14]([C:16]([F:19])([F:17])[F:18])[CH:13]=[C:12]([F:20])[CH:11]=2)=[N:9]/[C:25]2[S:26][C:27]([CH3:28])=[C:23]([CH3:22])[N:24]=2)=[N:6][CH:7]=1. The catalyst class is: 673. (3) Reactant: [Cl:1][C:2]1[CH:7]=[CH:6][C:5]([C:8]2[N:9]=[C:10]([NH:13][C:14](=O)[C:15](OCC)=[O:16])[S:11][CH:12]=2)=[CH:4][CH:3]=1.[H-].[Al+3].[Li+].[H-].[H-].[H-].C(OCC)(=O)C.[OH-].[Na+]. Product: [Cl:1][C:2]1[CH:3]=[CH:4][C:5]([C:8]2[N:9]=[C:10]([NH:13][CH2:14][CH2:15][OH:16])[S:11][CH:12]=2)=[CH:6][CH:7]=1. The catalyst class is: 30. (4) Reactant: [Cl:1][C:2]1[CH:9]=[CH:8][C:7]([N+:10]([O-])=O)=[CH:6][C:3]=1[C:4]#[N:5].[OH-].[Na+]. Product: [C:4]([C:3]1[CH:6]=[C:7]([CH:8]=[CH:9][C:2]=1[Cl:1])[NH2:10])#[N:5]. The catalyst class is: 8. (5) Product: [CH3:1][O:2][C:3]1[CH:4]=[CH:5][C:6]([O:9][CH2:16][O:17][CH3:18])=[CH:7][N:8]=1. The catalyst class is: 3. Reactant: [CH3:1][O:2][C:3]1[N:8]=[CH:7][C:6]([OH:9])=[CH:5][CH:4]=1.C([O-])([O-])=O.[K+].[K+].[CH3:16][O:17][CH2:18]Br. (6) Reactant: [O:1]1[C:5]2([CH2:10][CH2:9][CH:8]([C:11]3[CH:12]=[CH:13][C:14](=[O:17])[NH:15][CH:16]=3)[CH2:7][CH2:6]2)[O:4][CH2:3][CH2:2]1.[C:18]([O-])([O-])=O.[Cs+].[Cs+].CI. Product: [O:4]1[C:5]2([CH2:6][CH2:7][CH:8]([C:11]3[CH:12]=[CH:13][C:14](=[O:17])[N:15]([CH3:18])[CH:16]=3)[CH2:9][CH2:10]2)[O:1][CH2:2][CH2:3]1.[O:4]1[C:5]2([CH2:6][CH2:7][CH:8]([C:11]3[CH:12]=[CH:13][C:14]([O:17][CH3:18])=[N:15][CH:16]=3)[CH2:9][CH2:10]2)[O:1][CH2:2][CH2:3]1. The catalyst class is: 3. (7) Product: [NH:36]([C:29]([NH:1][C:2]1[S:3][C:4]([C:23]2[CH:24]=[CH:25][CH:26]=[CH:27][CH:28]=2)=[CH:5][C:6]=1[C:7]([NH:9][C@H:10]1[CH2:15][CH2:14][CH2:13][N:12]([C:16]([O:18][C:19]([CH3:21])([CH3:22])[CH3:20])=[O:17])[CH2:11]1)=[O:8])=[O:30])[NH2:41]. Reactant: [NH2:1][C:2]1[S:3][C:4]([C:23]2[CH:28]=[CH:27][CH:26]=[CH:25][CH:24]=2)=[CH:5][C:6]=1[C:7]([NH:9][C@H:10]1[CH2:15][CH2:14][CH2:13][N:12]([C:16]([O:18][C:19]([CH3:22])([CH3:21])[CH3:20])=[O:17])[CH2:11]1)=[O:8].[C:29]([N:36]1C=CN=C1)(N1C=CN=C1)=[O:30].[NH2:41]N. The catalyst class is: 1. (8) Reactant: Cl[C:2]1[N:11]=[C:10]([N:12]2[CH2:16][CH2:15][C@H:14]([NH:17][C:18](=[O:20])[CH3:19])[CH2:13]2)[C:9]2[C:4](=[C:5]([CH3:21])[CH:6]=[CH:7][CH:8]=2)[N:3]=1.[NH2:22][C:23]1[CH:24]=[C:25]([CH:28]=[C:29]([NH2:31])[CH:30]=1)[C:26]#[N:27].C(N(C(C)C)CC)(C)C. The catalyst class is: 107. Product: [NH2:22][C:23]1[CH:30]=[C:29]([NH:31][C:2]2[N:11]=[C:10]([N:12]3[CH2:16][CH2:15][C@H:14]([NH:17][C:18](=[O:20])[CH3:19])[CH2:13]3)[C:9]3[C:4](=[C:5]([CH3:21])[CH:6]=[CH:7][CH:8]=3)[N:3]=2)[CH:28]=[C:25]([C:26]#[N:27])[CH:24]=1. (9) The catalyst class is: 44. Product: [Cl:25][C:26]1[CH:31]=[C:30]([NH:32][C:33]2[C:42]3[C:37](=[CH:38][CH:39]=[CH:40][C:41]=3[O:43][CH2:44][CH2:45][N:46]([CH3:47])[CH3:48])[N:36]=[CH:35][N:34]=2)[CH:29]=[CH:28][C:27]=1[O:49][CH2:52][C:53]1[N:54]=[CH:55][S:56][CH:57]=1. Reactant: C(=O)([O-])[O-].[K+].[K+].C1OCCOCCOCCOCCOCCOC1.[Cl:25][C:26]1[CH:31]=[C:30]([NH:32][C:33]2[C:42]3[C:37](=[CH:38][CH:39]=[CH:40][C:41]=3[O:43][CH2:44][CH2:45][N:46]([CH3:48])[CH3:47])[N:36]=[CH:35][N:34]=2)[CH:29]=[CH:28][C:27]=1[OH:49].Cl.Cl[CH2:52][C:53]1[N:54]=[CH:55][S:56][CH:57]=1.